This data is from Full USPTO retrosynthesis dataset with 1.9M reactions from patents (1976-2016). The task is: Predict the reactants needed to synthesize the given product. (1) Given the product [NH2:28][CH:25]1[CH2:26][CH2:27][N:23]([C:20]2[N:21]=[CH:22][C:17]([NH:16][C:5]3[C:4]4[C:9](=[CH:10][CH:11]=[C:2]([C:41]5[CH:40]=[C:39]([O:52][CH3:53])[C:38]([OH:54])=[C:37]([Cl:36])[CH:42]=5)[CH:3]=4)[N:8]=[CH:7][C:6]=3[C:12](=[O:15])[CH2:13][CH3:14])=[CH:18][CH:19]=2)[CH2:24]1, predict the reactants needed to synthesize it. The reactants are: Br[C:2]1[CH:3]=[C:4]2[C:9](=[CH:10][CH:11]=1)[N:8]=[CH:7][C:6]([C:12](=[O:15])[CH2:13][CH3:14])=[C:5]2[NH:16][C:17]1[CH:18]=[CH:19][C:20]([N:23]2[CH2:27][CH2:26][CH:25]([NH:28]C(=O)OC(C)(C)C)[CH2:24]2)=[N:21][CH:22]=1.[Cl:36][C:37]1[CH:42]=[C:41](B2OC(C)(C)C(C)(C)O2)[CH:40]=[C:39]([O:52][CH3:53])[C:38]=1[OH:54]. (2) Given the product [Cl:1][C:2]1[C:10]([C:11]([O:13][CH3:14])=[O:12])=[C:9]2[N:5]([CH2:6][CH2:7][CH2:8]2)[C:4](=[O:15])[C:3]=1[F:17], predict the reactants needed to synthesize it. The reactants are: [Cl:1][C:2]1[C:10]([C:11]([O:13][CH3:14])=[O:12])=[C:9]2[N:5]([CH2:6][CH2:7][CH2:8]2)[C:4](=[O:15])[CH:3]=1.[B-](F)(F)(F)[F:17].[B-](F)(F)(F)F.C1[N+]2(CCl)CC[N+](F)(CC2)C1. (3) The reactants are: [CH3:1][NH:2][C:3]1[CH:8]=[C:7]([C:9]2[CH2:13][C:12]([C:18]3[CH:23]=[C:22]([Cl:24])[CH:21]=[C:20]([Cl:25])[CH:19]=3)([C:14]([F:17])([F:16])[F:15])[O:11][N:10]=2)[CH:6]=[CH:5][C:4]=1[Cl:26].Cl.[N:28]([O-])=[O:29].[Na+].C(=O)(O)[O-].[Na+]. Given the product [CH3:1][N:2]([N:28]=[O:29])[C:3]1[CH:8]=[C:7]([C:9]2[CH2:13][C:12]([C:18]3[CH:23]=[C:22]([Cl:24])[CH:21]=[C:20]([Cl:25])[CH:19]=3)([C:14]([F:17])([F:15])[F:16])[O:11][N:10]=2)[CH:6]=[CH:5][C:4]=1[Cl:26], predict the reactants needed to synthesize it. (4) Given the product [C:9]([CH2:8][CH2:7][N:6]1[C:5]2[CH:12]=[CH:13][C:14]([C:16]([CH:18]3[CH2:23][CH2:22][CH2:21][CH2:20][CH2:19]3)=[O:17])=[CH:15][C:4]=2[N:3]=[C:2]1[NH:1][C:30](=[O:31])[C:29]1[CH:33]=[CH:34][C:26]([C:24]#[N:25])=[CH:27][CH:28]=1)(=[O:10])[NH2:11], predict the reactants needed to synthesize it. The reactants are: [NH2:1][C:2]1[N:6]([CH2:7][CH2:8][C:9]([NH2:11])=[O:10])[C:5]2[CH:12]=[CH:13][C:14]([C:16]([CH:18]3[CH2:23][CH2:22][CH2:21][CH2:20][CH2:19]3)=[O:17])=[CH:15][C:4]=2[N:3]=1.[C:24]([C:26]1[CH:34]=[CH:33][C:29]([C:30](Cl)=[O:31])=[CH:28][CH:27]=1)#[N:25].